From a dataset of Full USPTO retrosynthesis dataset with 1.9M reactions from patents (1976-2016). Predict the reactants needed to synthesize the given product. (1) Given the product [F:19][C:20]([F:31])([F:30])[C:21]([C:7]1[C:6]2[C:10](=[C:2]([CH3:1])[CH:3]=[CH:4][CH:5]=2)[N:9]([CH2:11][CH2:12][N:13]2[CH2:18][CH2:17][O:16][CH2:15][CH2:14]2)[CH:8]=1)=[O:22], predict the reactants needed to synthesize it. The reactants are: [CH3:1][C:2]1[CH:3]=[CH:4][CH:5]=[C:6]2[C:10]=1[N:9]([CH2:11][CH2:12][N:13]1[CH2:18][CH2:17][O:16][CH2:15][CH2:14]1)[CH:8]=[CH:7]2.[F:19][C:20]([F:31])([F:30])[C:21](O[C:21](=[O:22])[C:20]([F:31])([F:30])[F:19])=[O:22]. (2) Given the product [CH:1]([O:4][C:5]1[CH:14]=[C:13]([C:15]([F:18])([F:17])[F:16])[C:12]2[C:7](=[CH:8][CH:9]=[C:10]3[N:22]([CH2:13][C:15]([F:18])([F:17])[F:16])[CH2:21][CH2:20][O:19][C:11]3=2)[N:6]=1)([CH3:3])[CH3:2], predict the reactants needed to synthesize it. The reactants are: [CH:1]([O:4][C:5]1[CH:14]=[C:13]([C:15]([F:18])([F:17])[F:16])[C:12]2[C:7](=[CH:8][CH:9]=[C:10]3[NH:22][CH2:21][CH2:20][O:19][C:11]3=2)[N:6]=1)([CH3:3])[CH3:2].[BH4-].[Na+].